From a dataset of Full USPTO retrosynthesis dataset with 1.9M reactions from patents (1976-2016). Predict the reactants needed to synthesize the given product. (1) Given the product [Cl:43][C:6]1[CH:7]=[CH:2][C:3]([S:9]([NH:12][CH2:13][C:14]2[CH:15]=[C:16]([C:20]3[CH:21]=[C:22]4[C:26](=[C:27]([C:29]([NH2:31])=[O:30])[CH:28]=3)[NH:25][CH:24]=[C:23]4[CH:32]3[CH2:37][CH2:36][N:35]([S:38]([CH2:41][CH3:42])(=[O:39])=[O:40])[CH2:34][CH2:33]3)[CH:17]=[CH:18][CH:19]=2)(=[O:11])=[O:10])=[CH:4][CH:5]=1, predict the reactants needed to synthesize it. The reactants are: Cl[C:2]1[CH:7]=[CH:6][C:5](Cl)=[CH:4][C:3]=1[S:9]([NH:12][CH2:13][C:14]1[CH:15]=[C:16]([C:20]2[CH:21]=[C:22]3[C:26](=[C:27]([C:29]([NH2:31])=[O:30])[CH:28]=2)[NH:25][CH:24]=[C:23]3[CH:32]2[CH2:37][CH2:36][N:35]([S:38]([CH2:41][CH3:42])(=[O:40])=[O:39])[CH2:34][CH2:33]2)[CH:17]=[CH:18][CH:19]=1)(=[O:11])=[O:10].[Cl:43]C1C=CC(Cl)=CC=1S(Cl)(=O)=O. (2) Given the product [CH3:11][O:14][C:6]1[C:2]([C:3]([NH2:5])=[O:4])=[N:1][CH:15]=[C:16]([CH3:18])[N:7]=1, predict the reactants needed to synthesize it. The reactants are: [NH2:1][CH:2]([C:6]#[N:7])[C:3]([NH2:5])=[O:4].C[O-].[Na+].[C:11]([OH:14])(=O)C.[CH3:15][C:16]([CH:18]=O)=O.